From a dataset of Catalyst prediction with 721,799 reactions and 888 catalyst types from USPTO. Predict which catalyst facilitates the given reaction. (1) Reactant: [NH2:1][C:2]1[C:14]([CH3:15])=[CH:13][C:12](Br)=[CH:11][C:3]=1[C:4]([O:6][CH2:7][CH2:8][O:9][CH3:10])=[O:5].[Cu](C#N)[C:18]#[N:19]. Product: [NH2:1][C:2]1[C:14]([CH3:15])=[CH:13][C:12]([C:18]#[N:19])=[CH:11][C:3]=1[C:4]([O:6][CH2:7][CH2:8][O:9][CH3:10])=[O:5]. The catalyst class is: 60. (2) Reactant: [C:1]([O:5][C:6](=[O:18])[NH:7][C@H:8]([CH2:11][C:12]1[CH:17]=[CH:16][CH:15]=[CH:14][CH:13]=1)[CH2:9][OH:10])([CH3:4])([CH3:3])[CH3:2].C(N(CC)CC)C.N1C=CC=CC=1.S(=O)(=O)=O.O. Product: [C:1]([O:5][C:6](=[O:18])[NH:7][C@H:8]([CH2:11][C:12]1[CH:17]=[CH:16][CH:15]=[CH:14][CH:13]=1)[CH:9]=[O:10])([CH3:4])([CH3:2])[CH3:3]. The catalyst class is: 764. (3) Reactant: [CH3:1][C:2]1[CH:6]=[C:5]([CH3:7])[N:4]([CH2:8][C:9]([OH:11])=O)[N:3]=1.[N:12]1C=CC=CC=1.[Cl:18][C:19]1[CH:20]=[C:21]([CH:39]=[CH:40][CH:41]=1)[C:22]([NH:24][C:25]1[CH:30]=[C:29]([Cl:31])[CH:28]=C[C:26]=1[N:32]1[CH2:38][CH2:37][CH2:36][NH:35][CH2:34][CH2:33]1)=[O:23]. Product: [Cl:18][C:19]1[CH:20]=[C:21]([CH:39]=[CH:40][CH:41]=1)[C:22]([NH:24][C:25]1[C:26]([N:32]2[CH2:38][CH2:37][CH2:36][N:35]([C:9](=[O:11])[CH2:8][N:4]3[C:5]([CH3:7])=[CH:6][C:2]([CH3:1])=[N:3]3)[CH2:34][CH2:33]2)=[N:12][CH:28]=[C:29]([Cl:31])[CH:30]=1)=[O:23]. The catalyst class is: 9.